The task is: Predict the reaction yield, written as a fraction of the theoretical maximum amount of product (1.0 means a 100% yield; for example, 0.34 means a 34% yield).. This data is from Reaction yield outcomes from USPTO patents with 853,638 reactions. (1) The reactants are Cl.[N:2]1[CH:7]=[CH:6][CH:5]=[CH:4][C:3]=1[C:8]([NH2:10])=[NH:9].C[O-].[Na+].C([O:16][CH:17]=[C:18]([C:24](OCC)=O)[C:19]([O:21]CC)=[O:20])C.[OH-].[K+].Cl. The catalyst is CO.O. The product is [OH:16][C:17]1[C:18]([C:19]([OH:21])=[O:20])=[CH:24][N:10]=[C:8]([C:3]2[CH:4]=[CH:5][CH:6]=[CH:7][N:2]=2)[N:9]=1. The yield is 0.650. (2) The reactants are C(OC([N:8]1[CH2:13][CH2:12][CH:11]([O:14][C:15]2[CH:20]=[CH:19][C:18]([C:21]3[CH:26]([CH3:27])[CH2:25][C:24](=[O:28])[NH:23][N:22]=3)=[CH:17][CH:16]=2)[CH2:10][CH2:9]1)=O)(C)(C)C.FC(F)(F)C(O)=O. The catalyst is C(Cl)Cl. The product is [CH3:27][CH:26]1[C:21]([C:18]2[CH:17]=[CH:16][C:15]([O:14][CH:11]3[CH2:12][CH2:13][NH:8][CH2:9][CH2:10]3)=[CH:20][CH:19]=2)=[N:22][NH:23][C:24](=[O:28])[CH2:25]1. The yield is 0.470. (3) The reactants are [F:1][C:2]1[CH:3]=[C:4]([NH:21][C:22]([C:24]2[C:25](=[O:45])[N:26]([C:39]3[CH:44]=[CH:43][CH:42]=[CH:41][CH:40]=3)[N:27]([CH2:30][C@H:31]([O:33][C:34](=[O:38])[C@@H:35]([NH2:37])[CH3:36])[CH3:32])[C:28]=2[CH3:29])=[O:23])[CH:5]=[CH:6][C:7]=1[O:8][C:9]1[C:18]2[C:13](=[CH:14][C:15]([O:19][CH3:20])=[CH:16][CH:17]=2)[N:12]=[CH:11][CH:10]=1.CO.[C:48]1([CH3:58])[CH:53]=[CH:52][C:51]([S:54]([OH:57])(=[O:56])=[O:55])=[CH:50][CH:49]=1. The catalyst is CCOC(C)=O. The product is [CH3:58][C:48]1[CH:49]=[CH:50][C:51]([S:54]([OH:57])(=[O:56])=[O:55])=[CH:52][CH:53]=1.[F:1][C:2]1[CH:3]=[C:4]([NH:21][C:22]([C:24]2[C:25](=[O:45])[N:26]([C:39]3[CH:40]=[CH:41][CH:42]=[CH:43][CH:44]=3)[N:27]([CH2:30][C@H:31]([O:33][C:34](=[O:38])[C@@H:35]([NH2:37])[CH3:36])[CH3:32])[C:28]=2[CH3:29])=[O:23])[CH:5]=[CH:6][C:7]=1[O:8][C:9]1[C:18]2[C:13](=[CH:14][C:15]([O:19][CH3:20])=[CH:16][CH:17]=2)[N:12]=[CH:11][CH:10]=1. The yield is 0.600. (4) The reactants are O=P12OP3(OP(OP(O3)(O1)=O)(=O)O2)=O.[F:15][C:16]([F:32])([F:31])[C:17]1[CH:22]=[CH:21][C:20]([NH:23][C@H:24]([CH2:29][CH3:30])[CH2:25][C:26]([OH:28])=O)=[CH:19][CH:18]=1.O. The catalyst is CS(O)(=O)=O. The product is [CH2:29]([C@@H:24]1[CH2:25][C:26](=[O:28])[C:19]2[C:20](=[CH:21][CH:22]=[C:17]([C:16]([F:15])([F:32])[F:31])[CH:18]=2)[NH:23]1)[CH3:30]. The yield is 0.470. (5) The reactants are S(=O)(=O)(O)O.[C:6]1([C@H:16]([NH:18][CH2:19]/[CH:20]=[CH:21]/[C:22]2[CH:27]=[CH:26][CH:25]=[C:24]([C:28]([F:31])([F:30])[F:29])[CH:23]=2)[CH3:17])[C:15]2[C:10](=[CH:11][CH:12]=[CH:13][CH:14]=2)[CH:9]=[CH:8][CH:7]=1.[ClH:32]. The catalyst is O.CC(O)C. The product is [ClH:32].[C:6]1([C@H:16]([NH:18][CH2:19]/[CH:20]=[CH:21]/[C:22]2[CH:27]=[CH:26][CH:25]=[C:24]([C:28]([F:29])([F:30])[F:31])[CH:23]=2)[CH3:17])[C:15]2[C:10](=[CH:11][CH:12]=[CH:13][CH:14]=2)[CH:9]=[CH:8][CH:7]=1. The yield is 0.903. (6) The product is [F:22][C:21]([F:24])([F:23])[S:18]([O:1][C:2]1[C:6]([CH3:8])([CH3:7])[O:5][C:4](=[O:9])[CH:3]=1)(=[O:19])=[O:17]. The reactants are [OH:1][C:2]1[C:6]([CH3:8])([CH3:7])[O:5][C:4](=[O:9])[CH:3]=1.C(N(CC)CC)C.[O:17](S(C(F)(F)F)(=O)=O)[S:18]([C:21]([F:24])([F:23])[F:22])(=O)=[O:19]. The catalyst is C(Cl)Cl. The yield is 0.890. (7) The reactants are [C:1]([C:4]1[CH:11]=[CH:10][C:7]([CH:8]=[O:9])=[CH:6][CH:5]=1)([OH:3])=O.C(Cl)CCl.C1C=CC2N(O)N=NC=2C=1.[CH3:26][NH:27][CH2:28][CH2:29][N:30]1[CH2:35][CH2:34][CH:33]([O:36][C:37](=[O:51])[NH:38][C:39]2[CH:44]=[CH:43][CH:42]=[CH:41][C:40]=2[C:45]2[CH:50]=[CH:49][CH:48]=[CH:47][CH:46]=2)[CH2:32][CH2:31]1. The catalyst is C(Cl)Cl. The product is [CH:8]([C:7]1[CH:10]=[CH:11][C:4]([C:1]([CH2:26][NH:27][CH2:28][CH2:29][N:30]2[CH2:35][CH2:34][CH:33]([O:36][C:37](=[O:51])[NH:38][C:39]3[CH:44]=[CH:43][CH:42]=[CH:41][C:40]=3[C:45]3[CH:50]=[CH:49][CH:48]=[CH:47][CH:46]=3)[CH2:32][CH2:31]2)=[O:3])=[CH:5][CH:6]=1)=[O:9]. The yield is 0.920. (8) The reactants are [CH3:1][O:2][C:3](=[O:22])[CH:4]([C:11]1[CH:16]=[CH:15][C:14]([S:17]([CH3:20])(=[O:19])=[O:18])=[C:13](Br)[CH:12]=1)[CH2:5][CH:6]1[CH2:10][CH2:9][CH2:8][CH2:7]1.[Cu][C:24]#[N:25]. The catalyst is CN(C)C=O. The product is [CH3:1][O:2][C:3](=[O:22])[CH:4]([C:11]1[CH:16]=[CH:15][C:14]([S:17]([CH3:20])(=[O:19])=[O:18])=[C:13]([C:24]#[N:25])[CH:12]=1)[CH2:5][CH:6]1[CH2:10][CH2:9][CH2:8][CH2:7]1. The yield is 0.760. (9) The reactants are [NH2:1][C:2]1[C:3]([CH3:21])=[C:4]([CH:17]=[C:18]([Br:20])[CH:19]=1)[CH2:5][C:6]1[N:7]=[CH:8][N:9](S(N(C)C)(=O)=O)[CH:10]=1.[CH2:22]([S:24](Cl)(=[O:26])=[O:25])[CH3:23]. No catalyst specified. The product is [Br:20][C:18]1[CH:17]=[C:4]([CH2:5][C:6]2[N:7]=[CH:8][NH:9][CH:10]=2)[C:3]([CH3:21])=[C:2]([NH:1][S:24]([CH2:22][CH3:23])(=[O:26])=[O:25])[CH:19]=1. The yield is 0.615.